Dataset: Full USPTO retrosynthesis dataset with 1.9M reactions from patents (1976-2016). Task: Predict the reactants needed to synthesize the given product. (1) Given the product [C:1]1([CH:7]([CH2:8][OH:9])[CH2:13][OH:14])[CH:6]=[CH:5][CH:4]=[CH:3][CH:2]=1, predict the reactants needed to synthesize it. The reactants are: [C:1]1([CH:7]([C:13](OCC)=[O:14])[C:8](OCC)=[O:9])[CH:6]=[CH:5][CH:4]=[CH:3][CH:2]=1.O.P([O-])(O)(O)=O.[Na+].[BH4-].[Na+]. (2) Given the product [OH:3][CH2:4][CH:6]1[CH2:8][CH:7]1[C:9]1[C:17]2[C:12](=[CH:13][CH:14]=[C:15]([C:18]#[N:19])[CH:16]=2)[N:11]([S:20]([C:23]2[CH:24]=[CH:25][C:26]([CH3:35])=[CH:27][CH:28]=2)(=[O:21])=[O:22])[N:10]=1, predict the reactants needed to synthesize it. The reactants are: C([O:3][C:4]([CH:6]1[CH2:8][CH:7]1[C:9]1[C:17]2[C:12](=[CH:13][CH:14]=[C:15]([C:18]#[N:19])[CH:16]=2)[N:11]([S:20]([C:23]2[CH:28]=[CH:27][CH:26]=[CH:25][CH:24]=2)(=[O:22])=[O:21])[N:10]=1)=O)C.[H-].[H-].[H-].[H-].[Li+].[Al+3].[CH2:35]1COCC1.